This data is from NCI-60 drug combinations with 297,098 pairs across 59 cell lines. The task is: Regression. Given two drug SMILES strings and cell line genomic features, predict the synergy score measuring deviation from expected non-interaction effect. (1) Drug 1: C1CN1P(=S)(N2CC2)N3CC3. Drug 2: C(CN)CNCCSP(=O)(O)O. Cell line: SK-MEL-5. Synergy scores: CSS=17.5, Synergy_ZIP=-6.92, Synergy_Bliss=-2.29, Synergy_Loewe=-23.4, Synergy_HSA=-3.56. (2) Drug 1: CN(CC1=CN=C2C(=N1)C(=NC(=N2)N)N)C3=CC=C(C=C3)C(=O)NC(CCC(=O)O)C(=O)O. Drug 2: CC1=CC=C(C=C1)C2=CC(=NN2C3=CC=C(C=C3)S(=O)(=O)N)C(F)(F)F. Cell line: UACC-257. Synergy scores: CSS=35.9, Synergy_ZIP=2.14, Synergy_Bliss=3.26, Synergy_Loewe=-1.74, Synergy_HSA=-1.30.